This data is from Forward reaction prediction with 1.9M reactions from USPTO patents (1976-2016). The task is: Predict the product of the given reaction. (1) Given the reactants [F:1][C:2]1[CH:3]=[C:4]([NH:14][C:15](=[O:20])[CH2:16][C:17](=O)[CH3:18])[CH:5]=[CH:6][C:7]=1[N:8]1[CH2:13][CH2:12][O:11][CH2:10][CH2:9]1.[CH3:21][O:22][C:23]1[CH:24]=[C:25]([CH:31]=[CH:32][CH:33]=1)[O:26][CH2:27][C:28]([NH2:30])=O.C1(C)C=CC=CC=1.[NH4+].[Cl-], predict the reaction product. The product is: [F:1][C:2]1[CH:3]=[C:4]([N:14]2[C:15](=[O:20])[CH:16]=[C:17]([CH3:18])[N:30]=[C:28]2[CH2:27][O:26][C:25]2[CH:31]=[CH:32][CH:33]=[C:23]([O:22][CH3:21])[CH:24]=2)[CH:5]=[CH:6][C:7]=1[N:8]1[CH2:13][CH2:12][O:11][CH2:10][CH2:9]1. (2) Given the reactants [CH2:1]([OH:6])[CH2:2][CH2:3][CH2:4][OH:5].N1C=CN=C1.[C:12]([Si:16]([C:24]1[CH:29]=[CH:28][CH:27]=[CH:26][CH:25]=1)([C:18]1[CH:23]=[CH:22][CH:21]=[CH:20][CH:19]=1)Cl)([CH3:15])([CH3:14])[CH3:13], predict the reaction product. The product is: [Si:16]([O:5][CH2:4][CH2:3][CH2:2][CH2:1][OH:6])([C:12]([CH3:15])([CH3:14])[CH3:13])([C:24]1[CH:25]=[CH:26][CH:27]=[CH:28][CH:29]=1)[C:18]1[CH:23]=[CH:22][CH:21]=[CH:20][CH:19]=1. (3) The product is: [CH2:9]([O:16][C:2]1[CH:7]=[CH:6][C:5]([Br:8])=[CH:4][N:3]=1)[C:10]1[CH:15]=[CH:14][CH:13]=[CH:12][CH:11]=1. Given the reactants Br[C:2]1[CH:7]=[CH:6][C:5]([Br:8])=[CH:4][N:3]=1.[CH2:9]([OH:16])[C:10]1[CH:15]=[CH:14][CH:13]=[CH:12][CH:11]=1, predict the reaction product. (4) Given the reactants [F:1][C:2]1[CH:3]=[C:4]([CH2:9][C@@H:10]([C:25]2[C:30]([C:31]3[CH:32]=[C:33]([CH:37]=[CH:38][CH:39]=3)[C:34]([NH2:36])=[O:35])=[CH:29][CH:28]=[CH:27][N:26]=2)[NH:11][C:12](=[O:24])[CH2:13][C:14]2[C:22]3[C:17](=[CH:18][CH:19]=[C:20](F)[CH:21]=3)[NH:16][CH:15]=2)[CH:5]=[C:6]([F:8])[CH:7]=1.F[C:41](F)(F)C(O)=O.N[C@H](C1C(C2C=C(C=CC=2)C(N)=O)=CC=CN=1)CC1C=C(F)C=C(F)C=1.CC1C=CC=C2C=1C(CC(O)=O)=CN2, predict the reaction product. The product is: [F:8][C:6]1[CH:5]=[C:4]([CH2:9][C@@H:10]([C:25]2[C:30]([C:31]3[CH:32]=[C:33]([CH:37]=[CH:38][CH:39]=3)[C:34]([NH2:36])=[O:35])=[CH:29][CH:28]=[CH:27][N:26]=2)[NH:11][C:12](=[O:24])[CH2:13][C:14]2[C:22]3[C:17](=[CH:18][CH:19]=[CH:20][C:21]=3[CH3:41])[NH:16][CH:15]=2)[CH:3]=[C:2]([F:1])[CH:7]=1. (5) Given the reactants Cl[C:2]1[CH:7]=[C:6]([Cl:8])[N:5]=[C:4]([N:9]2[CH2:14][CH2:13][O:12][CH2:11][CH2:10]2)[N:3]=1.CC(N(C)C)=O.[C:21]1([NH:27][CH2:28][CH2:29][NH2:30])[CH:26]=[CH:25][CH:24]=[CH:23][CH:22]=1, predict the reaction product. The product is: [Cl:8][C:6]1[N:5]=[C:4]([N:9]2[CH2:14][CH2:13][O:12][CH2:11][CH2:10]2)[N:3]=[C:2]([NH:30][CH2:29][CH2:28][NH:27][C:21]2[CH:26]=[CH:25][CH:24]=[CH:23][CH:22]=2)[CH:7]=1. (6) Given the reactants [NH2:1][C:2]1[S:6][C:5]([C:7]2[C:12]([F:13])=[CH:11][CH:10]=[CH:9][C:8]=2[F:14])=[N:4][C:3]=1[C:15]([NH:17][C:18]1[C:19]([O:24][CH:25]2[CH2:30]CNCC2)=[N:20][CH:21]=[N:22][CH:23]=1)=[O:16].C[Si](C)(C)[O:33][CH2:34][CH2:35]CCO, predict the reaction product. The product is: [NH2:1][C:2]1[S:6][C:5]([C:7]2[C:8]([F:14])=[CH:9][CH:10]=[CH:11][C:12]=2[F:13])=[N:4][C:3]=1[C:15]([NH:17][C:18]1[C:19]([O:24][CH2:25][CH2:30][CH2:35][CH2:34][OH:33])=[N:20][CH:21]=[N:22][CH:23]=1)=[O:16].